This data is from Peptide-MHC class II binding affinity with 134,281 pairs from IEDB. The task is: Regression. Given a peptide amino acid sequence and an MHC pseudo amino acid sequence, predict their binding affinity value. This is MHC class II binding data. (1) The peptide sequence is AYDAQGTLSKIFKLGGRDSR. The MHC is H-2-IAd with pseudo-sequence H-2-IAd. The binding affinity (normalized) is 0. (2) The peptide sequence is KGDEQKLRSAGELEL. The MHC is DRB3_0101 with pseudo-sequence DRB3_0101. The binding affinity (normalized) is 0.0247. (3) The peptide sequence is KKDQVVMTSLALVGAALK. The MHC is DRB3_0101 with pseudo-sequence DRB3_0101. The binding affinity (normalized) is 0.158. (4) The binding affinity (normalized) is 0.527. The peptide sequence is ATERFRWLLIDLLRE. The MHC is DRB1_1101 with pseudo-sequence DRB1_1101.